The task is: Predict which catalyst facilitates the given reaction.. This data is from Catalyst prediction with 721,799 reactions and 888 catalyst types from USPTO. (1) Reactant: Cl[C:2]1[CH:7]=[C:6]([NH:8][C@@H:9]2[CH2:14][CH2:13][C@H:12]([C:15]([NH:17][CH:18]([CH3:20])[CH3:19])=[O:16])[CH2:11][CH2:10]2)[C:5]([N+:21]([O-:23])=[O:22])=[CH:4][N:3]=1.[CH3:24][S:25]([O-:27])=[O:26].[Na+]. Product: [CH:18]([NH:17][C:15]([C@H:12]1[CH2:13][CH2:14][C@@H:9]([NH:8][C:6]2[C:5]([N+:21]([O-:23])=[O:22])=[CH:4][N:3]=[C:2]([S:25]([CH3:24])(=[O:27])=[O:26])[CH:7]=2)[CH2:10][CH2:11]1)=[O:16])([CH3:20])[CH3:19]. The catalyst class is: 3. (2) Reactant: [NH2:1][C:2]1[CH:7]=[C:6]([C:8]([CH3:11])([CH3:10])[CH3:9])[CH:5]=[CH:4][C:3]=1[NH:12][C:13](=O)[CH2:14][CH:15]1[CH2:18][CH:17]([N:19]([CH2:21][C@@H:22]2[C@@H:29]3[C@@H:25]([O:26][C:27]([CH3:31])([CH3:30])[O:28]3)[C@H:24]([N:32]3[C:36]4[N:37]=[CH:38][N:39]=[C:40]([NH:41][CH2:42][C:43]5[CH:48]=[CH:47][C:46]([O:49][CH3:50])=[CH:45][C:44]=5[O:51][CH3:52])[C:35]=4[CH:34]=[CH:33]3)[O:23]2)[CH3:20])[CH2:16]1. Product: [C:8]([C:6]1[CH:5]=[CH:4][C:3]2[NH:12][C:13]([CH2:14][CH:15]3[CH2:16][CH:17]([N:19]([CH2:21][C@@H:22]4[C@H:29]5[O:28][C:27]([CH3:31])([CH3:30])[O:26][C@H:25]5[C@H:24]([N:32]5[C:36]6[N:37]=[CH:38][N:39]=[C:40]([NH:41][CH2:42][C:43]7[CH:48]=[CH:47][C:46]([O:49][CH3:50])=[CH:45][C:44]=7[O:51][CH3:52])[C:35]=6[CH:34]=[CH:33]5)[O:23]4)[CH3:20])[CH2:18]3)=[N:1][C:2]=2[CH:7]=1)([CH3:9])([CH3:11])[CH3:10]. The catalyst class is: 15. (3) The catalyst class is: 2. Reactant: [C:1]([O:5][C:6](=[O:25])[NH:7][CH2:8][CH2:9][C@H:10]([N:12]1[CH2:17][CH2:16][CH:15]([NH:18][CH2:19][C:20]2[CH:24]=[CH:23][S:22][CH:21]=2)[CH2:14][CH2:13]1)[CH3:11])([CH3:4])([CH3:3])[CH3:2].[CH3:26][N:27]=[C:28]=[S:29]. Product: [C:1]([O:5][C:6](=[O:25])[NH:7][CH2:8][CH2:9][C@H:10]([N:12]1[CH2:17][CH2:16][CH:15]([N:18]([CH2:19][C:20]2[CH:24]=[CH:23][S:22][CH:21]=2)[C:28]([NH:27][CH3:26])=[S:29])[CH2:14][CH2:13]1)[CH3:11])([CH3:2])([CH3:3])[CH3:4].